From a dataset of Full USPTO retrosynthesis dataset with 1.9M reactions from patents (1976-2016). Predict the reactants needed to synthesize the given product. (1) The reactants are: [NH:1]1[C:9]2[C:4](=[CH:5][CH:6]=[CH:7][CH:8]=2)[C:3]([CH2:10][C:11]#[N:12])=[CH:2]1.[C:13](O[C:13]([O:15][C:16]([CH3:19])([CH3:18])[CH3:17])=[O:14])([O:15][C:16]([CH3:19])([CH3:18])[CH3:17])=[O:14]. Given the product [C:11]([CH2:10][C:3]1[C:4]2[C:9](=[CH:8][CH:7]=[CH:6][CH:5]=2)[N:1]([C:13]([O:15][C:16]([CH3:19])([CH3:18])[CH3:17])=[O:14])[CH:2]=1)#[N:12], predict the reactants needed to synthesize it. (2) Given the product [Cl:34][C:30]1[CH:29]=[C:28]([C:27]2[N:19]3[C:20]([CH:46]([C:43]4[S:44][CH:45]=[C:41]([Cl:40])[N:42]=4)[O:39][C@@H:17]([CH2:16][OH:15])[CH2:18]3)=[C:21]3[N:22]([CH3:38])[C:23](=[O:37])[N:24]([CH3:36])[C:25](=[O:35])[C:26]=23)[CH:33]=[CH:32][CH:31]=1, predict the reactants needed to synthesize it. The reactants are: Cl.O1CCOCC1.[Si]([O:15][CH2:16][C@H:17]([OH:39])[CH2:18][N:19]1[C:27]([C:28]2[CH:33]=[CH:32][CH:31]=[C:30]([Cl:34])[CH:29]=2)=[C:26]2[C:21]([N:22]([CH3:38])[C:23](=[O:37])[N:24]([CH3:36])[C:25]2=[O:35])=[CH:20]1)(C(C)(C)C)(C)C.[Cl:40][C:41]1[N:42]=[C:43]([CH:46]=O)[S:44][CH:45]=1.[O-]S(C(F)(F)F)(=O)=O.[Bi+3].[O-]S(C(F)(F)F)(=O)=O.[O-]S(C(F)(F)F)(=O)=O. (3) Given the product [F:8][C:5]1[CH:6]=[CH:7][C:2]([NH:12][CH2:13][C@@H:14]2[CH2:18][CH2:17][N:16]([C:19]([O:21][C:22]([CH3:25])([CH3:24])[CH3:23])=[O:20])[CH2:15]2)=[C:3]([N+:9]([O-:11])=[O:10])[CH:4]=1, predict the reactants needed to synthesize it. The reactants are: Cl[C:2]1[CH:7]=[CH:6][C:5]([F:8])=[CH:4][C:3]=1[N+:9]([O-:11])=[O:10].[NH2:12][CH2:13][C@@H:14]1[CH2:18][CH2:17][N:16]([C:19]([O:21][C:22]([CH3:25])([CH3:24])[CH3:23])=[O:20])[CH2:15]1.C1C=CC(P(C2C(C3C(P(C4C=CC=CC=4)C4C=CC=CC=4)=CC=C4C=3C=CC=C4)=C3C(C=CC=C3)=CC=2)C2C=CC=CC=2)=CC=1. (4) Given the product [Cl:1][C:2]1[CH:3]=[C:4]([C:84]2[CH:85]=[CH:86][C:81]([C:80]([F:91])([F:90])[F:79])=[CH:82][CH:83]=2)[CH:5]=[C:6]([Cl:31])[C:7]=1[CH2:8][C@@H:9]1[CH2:13][CH2:12][N:11]([CH:14]2[CH2:22][CH2:21][CH2:20][C:19]3[NH:18][N:17]=[CH:16][C:15]2=3)[C:10]1=[O:30], predict the reactants needed to synthesize it. The reactants are: [Cl:1][C:2]1[CH:3]=[C:4](OS(C(F)(F)F)(=O)=O)[CH:5]=[C:6]([Cl:31])[C:7]=1[CH2:8][C@@H:9]1[CH2:13][CH2:12][N:11]([CH:14]2[CH2:22][CH2:21][CH2:20][C:19]3[N:18](S(C(F)(F)F)(=O)=O)[N:17]=[CH:16][C:15]2=3)[C:10]1=[O:30].ClC1C=C(OS(C(F)(F)F)(=O)=O)C=C(Cl)C=1C[C@@H]1CCN(C2CCCC3C2=CN(S(C(F)(F)F)(=O)=O)N=3)C1=O.[F:79][C:80]([F:91])([F:90])[C:81]1[CH:86]=[CH:85][C:84](B(O)O)=[CH:83][CH:82]=1.C(=O)([O-])[O-].[Na+].[Na+]. (5) Given the product [CH3:1][O:2][CH2:3][CH:4]([O:8][CH2:10][C:11]([OH:13])=[O:12])[CH2:5][O:6][CH3:7], predict the reactants needed to synthesize it. The reactants are: [CH3:1][O:2][CH2:3][CH:4]([OH:8])[CH2:5][O:6][CH3:7].I[CH2:10][C:11]([O-:13])=[O:12].[Na+].[H-].[Na+].O. (6) Given the product [NH2:10][C:7]1[CH:8]=[CH:9][C:4]([C:1](=[O:3])[CH3:2])=[CH:5][C:6]=1[Br:14], predict the reactants needed to synthesize it. The reactants are: [C:1]([C:4]1[CH:9]=[CH:8][C:7]([NH:10]C(=O)C)=[C:6]([Br:14])[CH:5]=1)(=[O:3])[CH3:2]. (7) Given the product [CH3:15][N:1]1[C:5]2[CH:6]=[CH:7][CH:8]=[CH:9][C:4]=2[N:3]=[C:2]1[CH2:10][CH2:11][C:12]([OH:14])=[O:13], predict the reactants needed to synthesize it. The reactants are: [N:1]1[C:5]2[CH:6]=[CH:7][CH:8]=[CH:9][C:4]=2[NH:3][C:2]=1[CH2:10][CH2:11][C:12]([OH:14])=[O:13].[C:15](=O)([O-])[O-].[Cs+].[Cs+].IC.[OH-].[K+].Cl. (8) The reactants are: C[C@@H](N)C1C=CC=CC=1.C[C@@H](N)C1C=CC=CC=1.[N+:19]([CH2:22][C@:23]1([CH2:30][C:31]([OH:33])=[O:32])[CH2:29][C@@H:28]2[C@H:24]1[CH2:25][CH2:26][CH2:27]2)([O-:21])=[O:20].Cl. Given the product [N+:19]([CH2:22][C@:23]1([CH2:30][C:31]([OH:33])=[O:32])[CH2:29][C@@H:28]2[C@H:24]1[CH2:25][CH2:26][CH2:27]2)([O-:21])=[O:20], predict the reactants needed to synthesize it. (9) Given the product [C:1]([O:4][O:5][CH:6]1[CH2:10][CH:9]([O:11][Si:26]([C:29]([CH3:32])([CH3:31])[CH3:30])([CH3:28])[CH3:27])[CH:8]=[CH:7]1)(=[O:3])[CH3:2], predict the reactants needed to synthesize it. The reactants are: [C:1]([O:4][O:5][CH:6]1[CH2:10][CH:9]([OH:11])[CH:8]=[CH:7]1)(=[O:3])[CH3:2].N1C(C)=CC=CC=1C.FC(F)(F)S(O[Si:26]([C:29]([CH3:32])([CH3:31])[CH3:30])([CH3:28])[CH3:27])(=O)=O.